From a dataset of Peptide-MHC class I binding affinity with 185,985 pairs from IEDB/IMGT. Regression. Given a peptide amino acid sequence and an MHC pseudo amino acid sequence, predict their binding affinity value. This is MHC class I binding data. (1) The peptide sequence is RVGIYFGMK. The MHC is HLA-A24:03 with pseudo-sequence HLA-A24:03. The binding affinity (normalized) is 0.0847. (2) The peptide sequence is RPRRLRSTV. The MHC is HLA-B07:02 with pseudo-sequence HLA-B07:02. The binding affinity (normalized) is 0.706. (3) The peptide sequence is RPRRASSPF. The MHC is HLA-A11:01 with pseudo-sequence HLA-A11:01. The binding affinity (normalized) is 0.0847. (4) The peptide sequence is QTSYQYLII. The MHC is HLA-B15:01 with pseudo-sequence HLA-B15:01. The binding affinity (normalized) is 0.126.